Dataset: M1 muscarinic receptor agonist screen with 61,833 compounds. Task: Binary Classification. Given a drug SMILES string, predict its activity (active/inactive) in a high-throughput screening assay against a specified biological target. (1) The molecule is s1c2c(CCCC2)c(c1NC(=O)CC#N)C(=O)N. The result is 0 (inactive). (2) The molecule is s1c2nc(N3CCOCC3)c3c(CCCC3)c2c2nnn(c(=O)c12)C. The result is 0 (inactive). (3) The drug is S(CC(=O)N1CCC(CC1)C)CC(=O)Nc1scc(n1)c1sccc1. The result is 0 (inactive). (4) The molecule is Clc1ccc(C(=O)Nc2cc3ncn(c3cc2)C)cc1. The result is 0 (inactive). (5) The molecule is o1c(C(=O)Nc2nn3c(cc(nc3n2)c2ccccc2)c2ccccc2)ccc1. The result is 1 (active).